This data is from Forward reaction prediction with 1.9M reactions from USPTO patents (1976-2016). The task is: Predict the product of the given reaction. (1) Given the reactants Cl[C:2]1[N:7]=[C:6]([O:8][C:9]2[C:18]3[C:13](=[CH:14][CH:15]=[CH:16][CH:17]=3)[C:12]([NH:19][C:20]([NH:22][C:23]3[N:27]([C:28]4[CH:33]=[CH:32][C:31]([CH3:34])=[CH:30][CH:29]=4)[N:26]=[C:25]([Si:35]([CH3:38])([CH3:37])[CH3:36])[CH:24]=3)=[O:21])=[CH:11][CH:10]=2)[CH:5]=[CH:4][N:3]=1.[CH3:39][O:40][C:41]1[CH:42]=[C:43]([CH:45]=[C:46]([O:48][CH2:49][CH2:50][N:51]2[CH2:56][CH2:55][O:54][CH2:53][CH2:52]2)[CH:47]=1)[NH2:44], predict the reaction product. The product is: [CH3:39][O:40][C:41]1[CH:42]=[C:43]([NH:44][C:2]2[N:7]=[C:6]([O:8][C:9]3[C:18]4[C:13](=[CH:14][CH:15]=[CH:16][CH:17]=4)[C:12]([NH:19][C:20]([NH:22][C:23]4[N:27]([C:28]5[CH:29]=[CH:30][C:31]([CH3:34])=[CH:32][CH:33]=5)[N:26]=[C:25]([Si:35]([CH3:36])([CH3:38])[CH3:37])[CH:24]=4)=[O:21])=[CH:11][CH:10]=3)[CH:5]=[CH:4][N:3]=2)[CH:45]=[C:46]([O:48][CH2:49][CH2:50][N:51]2[CH2:56][CH2:55][O:54][CH2:53][CH2:52]2)[CH:47]=1. (2) Given the reactants [F:1][C:2]([F:19])([F:18])[C:3]1[CH:8]=[CH:7][C:6]([C:9]2[CH:14]=[CH:13][C:12]([NH:15][CH:16]=O)=[CH:11][CH:10]=2)=[CH:5][CH:4]=1.[S:20]([O-])([O-])(=O)=O.[Na+].[Na+], predict the reaction product. The product is: [F:1][C:2]([F:19])([F:18])[C:3]1[CH:8]=[CH:7][C:6]([C:9]2[CH:14]=[CH:13][C:12]([NH:15][CH:16]=[S:20])=[CH:11][CH:10]=2)=[CH:5][CH:4]=1. (3) Given the reactants [F:1][C:2]1[CH:7]=[C:6]([O:8][CH2:9][C:10]2[CH:15]=[CH:14][C:13]([CH:16]([S:20]([C:23]3[S:24][CH:25]=[C:26]([C:28]4[CH:33]=[CH:32][CH:31]=[CH:30][CH:29]=4)[N:27]=3)(=[O:22])=[O:21])[CH2:17][CH2:18][CH3:19])=[CH:12][CH:11]=2)[CH:5]=[CH:4][C:3]=1[CH2:34][CH2:35][C:36]([O:38]CC)=[O:37].[OH-].[Na+].O.C(O)(=O)CC(CC(O)=O)(C(O)=O)O, predict the reaction product. The product is: [F:1][C:2]1[CH:7]=[C:6]([O:8][CH2:9][C:10]2[CH:11]=[CH:12][C:13]([CH:16]([S:20]([C:23]3[S:24][CH:25]=[C:26]([C:28]4[CH:29]=[CH:30][CH:31]=[CH:32][CH:33]=4)[N:27]=3)(=[O:22])=[O:21])[CH2:17][CH2:18][CH3:19])=[CH:14][CH:15]=2)[CH:5]=[CH:4][C:3]=1[CH2:34][CH2:35][C:36]([OH:38])=[O:37]. (4) The product is: [S:31]1[C:27]2[CH:26]=[CH:25][CH:24]=[C:23]([O:22][C:19]3[CH:20]=[CH:21][C:16]([NH:15][C:13]4[C:14]5[N:6]([CH2:5][CH2:4][NH:3][C:35](=[O:36])[C:34]([F:33])([CH3:39])[CH3:38])[CH:7]=[CH:8][C:9]=5[N:10]=[CH:11][N:12]=4)=[CH:17][C:18]=3[Cl:32])[C:28]=2[CH:29]=[N:30]1. Given the reactants Cl.Cl.[NH2:3][CH2:4][CH2:5][N:6]1[C:14]2[C:13]([NH:15][C:16]3[CH:21]=[CH:20][C:19]([O:22][C:23]4[C:28]5[CH:29]=[N:30][S:31][C:27]=5[CH:26]=[CH:25][CH:24]=4)=[C:18]([Cl:32])[CH:17]=3)=[N:12][CH:11]=[N:10][C:9]=2[CH:8]=[CH:7]1.[F:33][C:34]([CH3:39])([CH3:38])[C:35](O)=[O:36].ON1C2C=CC=CC=2N=N1.Cl.C(N=C=NCCCN(C)C)C, predict the reaction product.